Dataset: Reaction yield outcomes from USPTO patents with 853,638 reactions. Task: Predict the reaction yield, written as a fraction of the theoretical maximum amount of product (1.0 means a 100% yield; for example, 0.34 means a 34% yield). The reactants are [CH3:1][O:2][C:3]([C:5]1[C:10]([C:11]([O:13][CH3:14])=[O:12])=[CH:9][CH:8]=[C:7]([O:15][C:16]2[CH:21]=[CH:20][C:19](Br)=[C:18]([CH:23]=[O:24])[CH:17]=2)[N:6]=1)=[O:4].[B:25]1([B:25]2[O:29][C:28]([CH3:31])([CH3:30])[C:27]([CH3:33])([CH3:32])[O:26]2)[O:29][C:28]([CH3:31])([CH3:30])[C:27]([CH3:33])([CH3:32])[O:26]1.C([O-])(=O)C.[K+]. The catalyst is O1CCOCC1.C1C=CC(P(C2C=CC=CC=2)[C-]2C=CC=C2)=CC=1.C1C=CC(P(C2C=CC=CC=2)[C-]2C=CC=C2)=CC=1.Cl[Pd]Cl.[Fe+2]. The product is [CH3:1][O:2][C:3]([C:5]1[C:10]([C:11]([O:13][CH3:14])=[O:12])=[CH:9][CH:8]=[C:7]([O:15][C:16]2[CH:21]=[CH:20][C:19]([B:25]3[O:29][C:28]([CH3:31])([CH3:30])[C:27]([CH3:33])([CH3:32])[O:26]3)=[C:18]([CH:23]=[O:24])[CH:17]=2)[N:6]=1)=[O:4]. The yield is 0.700.